This data is from CYP2D6 inhibition data for predicting drug metabolism from PubChem BioAssay. The task is: Regression/Classification. Given a drug SMILES string, predict its absorption, distribution, metabolism, or excretion properties. Task type varies by dataset: regression for continuous measurements (e.g., permeability, clearance, half-life) or binary classification for categorical outcomes (e.g., BBB penetration, CYP inhibition). Dataset: cyp2d6_veith. The compound is CC(C)CO/N=C1/C[C@@H](O)[C@@H](O)[C@@H]2[C@@H]3C(=O)N(C4CCCCC4)C(=O)[C@H]3CC[C@@H]12. The result is 0 (non-inhibitor).